Task: Predict the product of the given reaction.. Dataset: Forward reaction prediction with 1.9M reactions from USPTO patents (1976-2016) (1) The product is: [F:19][C:16]1[CH:17]=[C:18]2[C:13]([C:12]([C:20]3[CH:21]=[CH:22][C:23]4[N:27]=[C:26]([CH2:28][N:29]5[CH2:34][CH2:33][N:32]([S:37]([CH3:36])(=[O:39])=[O:38])[CH2:31][CH2:30]5)[NH:25][C:24]=4[CH:35]=3)=[CH:11][N:10]2[S:7]([C:1]2[CH:6]=[CH:5][CH:4]=[CH:3][CH:2]=2)(=[O:9])=[O:8])=[CH:14][CH:15]=1. Given the reactants [C:1]1([S:7]([N:10]2[C:18]3[C:13](=[CH:14][CH:15]=[C:16]([F:19])[CH:17]=3)[C:12]([C:20]3[CH:21]=[CH:22][C:23]4[N:27]=[C:26]([CH2:28][N:29]5[CH2:34][CH2:33][NH:32][CH2:31][CH2:30]5)[NH:25][C:24]=4[CH:35]=3)=[CH:11]2)(=[O:9])=[O:8])[CH:6]=[CH:5][CH:4]=[CH:3][CH:2]=1.[CH3:36][S:37](Cl)(=[O:39])=[O:38], predict the reaction product. (2) Given the reactants [CH2:1]([OH:4])[C:2]#[CH:3].[CH:5]([C:9]1[CH:14]=[CH:13][C:12]([N:15]2C(=O)C3[C:18](=[CH:19][CH:20]=[CH:21]C=3)[N:17]=[C:16]2[C:26]2[CH:31]=[CH:30][C:29]([NH:32][C:33](=O)[C:34](F)(F)F)=[C:28](I)[CH:27]=2)=[CH:11][CH:10]=1)([CH2:7][CH3:8])[CH3:6].CN([CH:43]=[O:44])C, predict the reaction product. The product is: [CH:5]([C:9]1[CH:10]=[CH:11][C:12]([N:15]2[C:1](=[O:4])[C:2]3[C:18](=[CH:19][CH:20]=[CH:21][CH:3]=3)[N:17]=[C:16]2[C:26]2[CH:27]=[C:28]3[C:29](=[CH:30][CH:31]=2)[NH:32][C:33]([CH2:43][OH:44])=[CH:34]3)=[CH:13][CH:14]=1)([CH2:7][CH3:8])[CH3:6]. (3) The product is: [NH2:8][C:9]1[C:14]([F:15])=[CH:13][C:12]([N:16]2[CH2:21][CH2:20][N:19]([C:22]([O:24][C:25]([CH3:27])([CH3:26])[CH3:28])=[O:23])[CH2:18][CH2:17]2)=[C:11]([CH3:29])[CH:10]=1. Given the reactants C([N:8](CC1C=CC=CC=1)[C:9]1[C:14]([F:15])=[CH:13][C:12]([N:16]2[CH2:21][CH2:20][N:19]([C:22]([O:24][C:25]([CH3:28])([CH3:27])[CH3:26])=[O:23])[CH2:18][CH2:17]2)=[C:11]([CH3:29])[CH:10]=1)C1C=CC=CC=1, predict the reaction product. (4) Given the reactants [Cl:1][C:2]1[CH:23]=[CH:22][C:5]([O:6][CH2:7][CH2:8][CH2:9][CH2:10][CH2:11][O:12][C:13]2[CH:21]=[CH:20][CH:19]=[C:18]3[C:14]=2[CH:15]=[CH:16][NH:17]3)=[CH:4][CH:3]=1.C([BH3-])#N.[Na+].C(=O)(O)[O-].[Na+], predict the reaction product. The product is: [Cl:1][C:2]1[CH:23]=[CH:22][C:5]([O:6][CH2:7][CH2:8][CH2:9][CH2:10][CH2:11][O:12][C:13]2[CH:21]=[CH:20][CH:19]=[C:18]3[C:14]=2[CH2:15][CH2:16][NH:17]3)=[CH:4][CH:3]=1. (5) The product is: [Si:26]([O:25][CH2:24][CH2:23][O:1][C:2]1[CH:3]=[CH:4][C:5]([CH:14]=[O:15])=[N:6][C:7]=1[C:8]1[CH:13]=[CH:12][CH:11]=[CH:10][CH:9]=1)([C:29]([CH3:32])([CH3:31])[CH3:30])([CH3:28])[CH3:27]. Given the reactants [OH:1][C:2]1[CH:3]=[CH:4][C:5]([CH:14]=[O:15])=[N:6][C:7]=1[C:8]1[CH:13]=[CH:12][CH:11]=[CH:10][CH:9]=1.C([O-])([O-])=O.[Cs+].[Cs+].Br[CH2:23][CH2:24][O:25][Si:26]([C:29]([CH3:32])([CH3:31])[CH3:30])([CH3:28])[CH3:27], predict the reaction product. (6) Given the reactants [F:1][C:2]1[CH:7]=[CH:6][CH:5]=[C:4]([F:8])[C:3]=1[N:9]1[C:14]2[N:15]=[C:16](S(C)(=O)=O)[N:17]=[C:18]([C:19]3[CH:20]=[C:21]([CH:28]=[CH:29][C:30]=3[CH3:31])[C:22]([NH:24][CH2:25][CH2:26][CH3:27])=[O:23])[C:13]=2[CH:12]=[CH:11][C:10]1=[O:36].[CH3:37][N:38]([CH3:42])[CH2:39][CH2:40][NH2:41], predict the reaction product. The product is: [NH4+:9].[OH-:23].[F:1][C:2]1[CH:7]=[CH:6][CH:5]=[C:4]([F:8])[C:3]=1[N:9]1[C:14]2[N:15]=[C:16]([NH:41][CH2:40][CH2:39][N:38]([CH3:42])[CH3:37])[N:17]=[C:18]([C:19]3[CH:20]=[C:21]([CH:28]=[CH:29][C:30]=3[CH3:31])[C:22]([NH:24][CH2:25][CH2:26][CH3:27])=[O:23])[C:13]=2[CH:12]=[CH:11][C:10]1=[O:36].